Dataset: NCI-60 drug combinations with 297,098 pairs across 59 cell lines. Task: Regression. Given two drug SMILES strings and cell line genomic features, predict the synergy score measuring deviation from expected non-interaction effect. (1) Drug 1: CCC1=CC2CC(C3=C(CN(C2)C1)C4=CC=CC=C4N3)(C5=C(C=C6C(=C5)C78CCN9C7C(C=CC9)(C(C(C8N6C)(C(=O)OC)O)OC(=O)C)CC)OC)C(=O)OC.C(C(C(=O)O)O)(C(=O)O)O. Drug 2: C1CN(P(=O)(OC1)NCCCl)CCCl. Cell line: K-562. Synergy scores: CSS=69.1, Synergy_ZIP=-0.531, Synergy_Bliss=0.147, Synergy_Loewe=-59.8, Synergy_HSA=-1.00. (2) Drug 1: CC1=CC=C(C=C1)C2=CC(=NN2C3=CC=C(C=C3)S(=O)(=O)N)C(F)(F)F. Drug 2: CCC1(C2=C(COC1=O)C(=O)N3CC4=CC5=C(C=CC(=C5CN(C)C)O)N=C4C3=C2)O.Cl. Cell line: OVCAR-4. Synergy scores: CSS=3.25, Synergy_ZIP=-3.30, Synergy_Bliss=-3.45, Synergy_Loewe=-7.29, Synergy_HSA=-2.71. (3) Drug 1: CN(CCCl)CCCl.Cl. Drug 2: C1CN(P(=O)(OC1)NCCCl)CCCl. Cell line: OVCAR-4. Synergy scores: CSS=1.62, Synergy_ZIP=-1.43, Synergy_Bliss=-1.70, Synergy_Loewe=-1.66, Synergy_HSA=-1.71. (4) Drug 1: C1=CC(=C2C(=C1NCCNCCO)C(=O)C3=C(C=CC(=C3C2=O)O)O)NCCNCCO. Drug 2: C(CN)CNCCSP(=O)(O)O. Cell line: RPMI-8226. Synergy scores: CSS=59.9, Synergy_ZIP=11.8, Synergy_Bliss=11.9, Synergy_Loewe=1.74, Synergy_HSA=12.5. (5) Drug 1: C1=C(C(=O)NC(=O)N1)F. Drug 2: CCC1(C2=C(COC1=O)C(=O)N3CC4=CC5=C(C=CC(=C5CN(C)C)O)N=C4C3=C2)O.Cl. Cell line: NCI-H460. Synergy scores: CSS=46.7, Synergy_ZIP=-9.81, Synergy_Bliss=-16.0, Synergy_Loewe=-14.6, Synergy_HSA=-13.6. (6) Drug 1: CC1=C2C(C(=O)C3(C(CC4C(C3C(C(C2(C)C)(CC1OC(=O)C(C(C5=CC=CC=C5)NC(=O)OC(C)(C)C)O)O)OC(=O)C6=CC=CC=C6)(CO4)OC(=O)C)OC)C)OC. Drug 2: CC12CCC3C(C1CCC2O)C(CC4=C3C=CC(=C4)O)CCCCCCCCCS(=O)CCCC(C(F)(F)F)(F)F. Cell line: MOLT-4. Synergy scores: CSS=92.0, Synergy_ZIP=18.1, Synergy_Bliss=17.8, Synergy_Loewe=-14.8, Synergy_HSA=17.2. (7) Drug 1: C1=CC=C(C=C1)NC(=O)CCCCCCC(=O)NO. Drug 2: CN1C2=C(C=C(C=C2)N(CCCl)CCCl)N=C1CCCC(=O)O.Cl. Cell line: 786-0. Synergy scores: CSS=17.8, Synergy_ZIP=-6.18, Synergy_Bliss=-0.887, Synergy_Loewe=-24.3, Synergy_HSA=-1.97. (8) Drug 1: C1=NC2=C(N1)C(=S)N=C(N2)N. Drug 2: CC1C(C(CC(O1)OC2CC(OC(C2O)C)OC3=CC4=CC5=C(C(=O)C(C(C5)C(C(=O)C(C(C)O)O)OC)OC6CC(C(C(O6)C)O)OC7CC(C(C(O7)C)O)OC8CC(C(C(O8)C)O)(C)O)C(=C4C(=C3C)O)O)O)O. Cell line: TK-10. Synergy scores: CSS=36.0, Synergy_ZIP=-5.59, Synergy_Bliss=1.73, Synergy_Loewe=1.27, Synergy_HSA=1.45. (9) Drug 1: C1=NC2=C(N=C(N=C2N1C3C(C(C(O3)CO)O)F)Cl)N. Drug 2: B(C(CC(C)C)NC(=O)C(CC1=CC=CC=C1)NC(=O)C2=NC=CN=C2)(O)O. Cell line: OVCAR-5. Synergy scores: CSS=59.3, Synergy_ZIP=2.05, Synergy_Bliss=1.45, Synergy_Loewe=-5.13, Synergy_HSA=1.86. (10) Drug 1: C1CC(=O)NC(=O)C1N2CC3=C(C2=O)C=CC=C3N. Drug 2: COC1=C(C=C2C(=C1)N=CN=C2NC3=CC(=C(C=C3)F)Cl)OCCCN4CCOCC4. Cell line: MALME-3M. Synergy scores: CSS=26.7, Synergy_ZIP=-7.43, Synergy_Bliss=-5.28, Synergy_Loewe=-33.6, Synergy_HSA=-4.93.